Dataset: Catalyst prediction with 721,799 reactions and 888 catalyst types from USPTO. Task: Predict which catalyst facilitates the given reaction. (1) Reactant: [CH3:1][N:2]([CH3:19])[C:3]1([C:12]2[CH:17]=[CH:16][CH:15]=[C:14]([F:18])[CH:13]=2)[CH2:8][CH2:7][C:6]([CH3:11])([CH:9]=O)[CH2:5][CH2:4]1.Cl.[NH2:21][OH:22]. Product: [CH3:1][N:2]([CH3:19])[C:3]1([C:12]2[CH:17]=[CH:16][CH:15]=[C:14]([F:18])[CH:13]=2)[CH2:8][CH2:7][C:6]([CH3:11])([CH:9]=[N:21][OH:22])[CH2:5][CH2:4]1. The catalyst class is: 8. (2) Reactant: [CH2:1]([O:3][C:4](=[O:26])[CH2:5][N:6]1[CH:11]=[CH:10][N:9]=[C:8]([NH:12][C@H:13]([CH2:21][N:22]=[N+:23]=[N-:24])[CH2:14][C:15]2[CH:20]=[CH:19][CH:18]=[CH:17][CH:16]=2)[C:7]1=[O:25])[CH3:2].[Cl:27]N1C(=O)CCC1=O. The catalyst class is: 68. Product: [CH2:1]([O:3][C:4](=[O:26])[CH2:5][N:6]1[C:11]([Cl:27])=[CH:10][N:9]=[C:8]([NH:12][C@H:13]([CH2:21][N:22]=[N+:23]=[N-:24])[CH2:14][C:15]2[CH:16]=[CH:17][CH:18]=[CH:19][CH:20]=2)[C:7]1=[O:25])[CH3:2].